From a dataset of Forward reaction prediction with 1.9M reactions from USPTO patents (1976-2016). Predict the product of the given reaction. Given the reactants [OH-].[K+].[CH3:3][O:4][C:5]1[CH:10]=[CH:9][CH:8]=[CH:7][N:6]=1.[Br:11]Br.C([O-])(O)=O.[Na+], predict the reaction product. The product is: [Br:11][C:8]1[CH:9]=[CH:10][C:5]([O:4][CH3:3])=[N:6][CH:7]=1.